This data is from Full USPTO retrosynthesis dataset with 1.9M reactions from patents (1976-2016). The task is: Predict the reactants needed to synthesize the given product. (1) Given the product [CH:1]1([CH2:6][CH:7]([C:18]2[NH:33][C:21]3=[N:22][CH:23]=[C:24]([O:26][CH2:27][C:28]([N:30]([CH3:31])[CH3:32])=[O:29])[CH:25]=[C:20]3[CH:19]=2)[C:8]2[CH:13]=[CH:12][C:11]([S:14]([CH3:17])(=[O:15])=[O:16])=[CH:10][CH:9]=2)[CH2:5][CH2:4][CH2:3][CH2:2]1, predict the reactants needed to synthesize it. The reactants are: [CH:1]1([CH:6]=[C:7]([C:18]2[NH:33][C:21]3=[N:22][CH:23]=[C:24]([O:26][CH2:27][C:28]([N:30]([CH3:32])[CH3:31])=[O:29])[CH:25]=[C:20]3[CH:19]=2)[C:8]2[CH:13]=[CH:12][C:11]([S:14]([CH3:17])(=[O:16])=[O:15])=[CH:10][CH:9]=2)[CH2:5][CH2:4][CH2:3][CH2:2]1.[H][H]. (2) The reactants are: [Cl:1][C:2]1[CH:37]=[CH:36][CH:35]=[CH:34][C:3]=1[CH2:4][O:5][C:6]1[CH:7]=[C:8]([CH:22]=[C:23]([O:25][CH2:26][C:27]2[CH:32]=[CH:31][CH:30]=[CH:29][C:28]=2[Cl:33])[CH:24]=1)[C:9]([NH:11][C:12]1[CH:17]=[CH:16][CH:15]=[C:14]([C:18]([O:20]C)=[O:19])[CH:13]=1)=[O:10].[OH-].[Na+].Cl. Given the product [Cl:1][C:2]1[CH:37]=[CH:36][CH:35]=[CH:34][C:3]=1[CH2:4][O:5][C:6]1[CH:7]=[C:8]([CH:22]=[C:23]([O:25][CH2:26][C:27]2[CH:32]=[CH:31][CH:30]=[CH:29][C:28]=2[Cl:33])[CH:24]=1)[C:9]([NH:11][C:12]1[CH:17]=[CH:16][CH:15]=[C:14]([C:18]([OH:20])=[O:19])[CH:13]=1)=[O:10], predict the reactants needed to synthesize it.